Dataset: Reaction yield outcomes from USPTO patents with 853,638 reactions. Task: Predict the reaction yield, written as a fraction of the theoretical maximum amount of product (1.0 means a 100% yield; for example, 0.34 means a 34% yield). (1) The reactants are [NH2:1][C:2]1[N:3]=[CH:4][C:5]([C:17]2[CH:22]=[CH:21][C:20]([C:23]([N:25]3[CH2:30][CH2:29][N:28]([CH3:31])[CH2:27][CH2:26]3)=[O:24])=[CH:19][CH:18]=2)=[N:6][C:7]=1[C:8]1[O:9][C:10]2[CH:15]=[CH:14][N:13]=[CH:12][C:11]=2[N:16]=1.CO.[S:34](=[O:38])(=[O:37])([OH:36])[OH:35]. The catalyst is ClCCl. The product is [S:34]([OH:38])([OH:37])(=[O:36])=[O:35].[NH2:1][C:2]1[N:3]=[CH:4][C:5]([C:17]2[CH:18]=[CH:19][C:20]([C:23]([N:25]3[CH2:30][CH2:29][N:28]([CH3:31])[CH2:27][CH2:26]3)=[O:24])=[CH:21][CH:22]=2)=[N:6][C:7]=1[C:8]1[O:9][C:10]2[CH:15]=[CH:14][N:13]=[CH:12][C:11]=2[N:16]=1. The yield is 0.770. (2) The reactants are Br[C:2]1[CH:3]=[N:4][CH:5]=[N:6][CH:7]=1.[CH:8]([C:10]1[CH:15]=[CH:14][C:13](B(O)O)=[CH:12][CH:11]=1)=[O:9]. No catalyst specified. The product is [N:4]1[CH:3]=[C:2]([C:13]2[CH:14]=[CH:15][C:10]([CH:8]=[O:9])=[CH:11][CH:12]=2)[CH:7]=[N:6][CH:5]=1. The yield is 0.990.